From a dataset of Catalyst prediction with 721,799 reactions and 888 catalyst types from USPTO. Predict which catalyst facilitates the given reaction. (1) Reactant: [O-]CC.[Na+].[CH3:5][CH2:6][O:7][C:8]([CH2:10][C:11]([NH2:13])=[O:12])=[O:9].[C:14]1([CH2:20][O:21][C:22]2[CH:27]=[CH:26][CH:25]=[CH:24][C:23]=2[C:28](/[N:30]=[C:31](\OCC)/[CH3:32])=O)[CH:19]=[CH:18][CH:17]=[CH:16][CH:15]=1.OS(O)(=O)=O. Product: [CH3:32][C:31]1[N:30]=[C:28]([C:23]2[CH:24]=[CH:25][CH:26]=[CH:27][C:22]=2[O:21][CH2:20][C:14]2[CH:19]=[CH:18][CH:17]=[CH:16][CH:15]=2)[NH:13][C:11](=[O:12])[C:10]=1[C:8]([O:7][CH2:6][CH3:5])=[O:9]. The catalyst class is: 40. (2) Reactant: CC(OI1(OC(C)=O)(OC(C)=O)OC(=O)C2C=CC=CC1=2)=O.[F:23][C:24]1([F:54])[CH2:29][N:28]([C:30]([C:32]2[N:33]=[C:34]([CH:37]([CH3:39])[CH3:38])[S:35][CH:36]=2)=[O:31])[CH2:27][C:26]2([CH2:44][CH2:43][N:42]([CH2:45][C:46]3[S:47][CH:48]=[C:49]([CH2:51][CH2:52][OH:53])[CH:50]=3)[CH2:41][CH2:40]2)[O:25]1.FC(F)(F)C(O)=O.S([O-])([O-])(=O)=S.[Na+].[Na+].C(=O)(O)[O-].[Na+]. Product: [F:54][C:24]1([F:23])[CH2:29][N:28]([C:30]([C:32]2[N:33]=[C:34]([CH:37]([CH3:38])[CH3:39])[S:35][CH:36]=2)=[O:31])[CH2:27][C:26]2([CH2:44][CH2:43][N:42]([CH2:45][C:46]3[S:47][CH:48]=[C:49]([CH2:51][CH:52]=[O:53])[CH:50]=3)[CH2:41][CH2:40]2)[O:25]1. The catalyst class is: 124. (3) Reactant: C([O:8][C:9]1[CH:10]=[C:11]([CH:21]=[C:22]([O:24][C:25]2([CH2:29][O:30][Si:31]([C:34]([CH3:37])([CH3:36])[CH3:35])([CH3:33])[CH3:32])[CH2:28][CH2:27][CH2:26]2)[CH:23]=1)[C:12]([NH:14][C:15]1[CH:19]=[CH:18][N:17]([CH3:20])[N:16]=1)=[O:13])C1C=CC=CC=1. Product: [C:34]([Si:31]([CH3:33])([CH3:32])[O:30][CH2:29][C:25]1([O:24][C:22]2[CH:21]=[C:11]([CH:10]=[C:9]([OH:8])[CH:23]=2)[C:12]([NH:14][C:15]2[CH:19]=[CH:18][N:17]([CH3:20])[N:16]=2)=[O:13])[CH2:26][CH2:27][CH2:28]1)([CH3:37])([CH3:36])[CH3:35]. The catalyst class is: 153. (4) Product: [C:30]([NH:34][C:35]([C@@H:37]1[C:41]([CH3:42])([CH3:43])[S:40][CH2:39][N:38]1[C:44](=[O:58])[C@@H:45]([OH:57])[C@@H:46]([NH:56][C:23](=[O:25])[C:22]1[CH:26]=[CH:27][CH:28]=[C:20]([OH:19])[C:21]=1[CH3:29])[CH2:47][C:48]1[CH:49]=[CH:50][C:51]([O:54][CH3:55])=[CH:52][CH:53]=1)=[O:36])([CH3:31])([CH3:32])[CH3:33]. The catalyst class is: 25. Reactant: C1C=CC(P(Cl)(C2C=CC=CC=2)=O)=CC=1.C([O:19][C:20]1[C:21]([CH3:29])=[C:22]([CH:26]=[CH:27][CH:28]=1)[C:23]([OH:25])=O)(=O)C.[C:30]([NH:34][C:35]([C@@H:37]1[C:41]([CH3:43])([CH3:42])[S:40][CH2:39][N:38]1[C:44](=[O:58])[C@@H:45]([OH:57])[C@@H:46]([NH2:56])[CH2:47][C:48]1[CH:53]=[CH:52][C:51]([O:54][CH3:55])=[CH:50][CH:49]=1)=[O:36])([CH3:33])([CH3:32])[CH3:31]. (5) Reactant: [Br:1][C:2]1[N:3]=[C:4]([CH:14]2[CH2:19][CH2:18][N:17]([C:20]([O:22][C:23]([CH3:26])([CH3:25])[CH3:24])=[O:21])[CH2:16][CH2:15]2)[N:5]([CH2:7][CH2:8]OS(C)(=O)=O)[CH:6]=1.CN(C)C=O.[NH:32]1[CH2:36][CH2:35][CH2:34][CH2:33]1. Product: [Br:1][C:2]1[N:3]=[C:4]([CH:14]2[CH2:19][CH2:18][N:17]([C:20]([O:22][C:23]([CH3:26])([CH3:25])[CH3:24])=[O:21])[CH2:16][CH2:15]2)[N:5]([CH2:7][CH2:8][N:32]2[CH2:36][CH2:35][CH2:34][CH2:33]2)[CH:6]=1. The catalyst class is: 13. (6) Product: [CH3:15][C:14]1([C:17]2[CH:22]=[CH:21][CH:20]=[CH:19][CH:18]=2)[C:6]2[NH:7][C:8]3[C:13](=[CH:12][CH:11]=[CH:10][CH:9]=3)[C:5]=2[CH2:4][CH2:3][NH:2]1. Reactant: Cl.[NH2:2][CH2:3][CH2:4][C:5]1[C:13]2[C:8](=[CH:9][CH:10]=[CH:11][CH:12]=2)[NH:7][CH:6]=1.[C:14]([C:17]1[CH:22]=[CH:21][CH:20]=[CH:19][CH:18]=1)(=O)[CH3:15]. The catalyst class is: 51. (7) Reactant: [CH3:1][N:2]([CH3:26])[CH2:3][C@@H:4]([OH:25])[CH2:5][O:6][CH2:7][CH2:8][CH2:9][CH2:10][CH2:11][CH2:12][CH2:13][CH2:14]/[CH:15]=[CH:16]\[CH2:17]/[CH:18]=[CH:19]\[CH2:20][CH2:21][CH2:22][CH2:23][CH3:24].[H-].[Na+].CS(O[CH2:34][CH2:35][CH2:36][CH2:37][CH2:38][CH2:39][CH2:40][CH2:41][O:42][C@H:43]1[CH2:67][CH2:66][C@@:65]2([CH3:68])[C:45](=[CH:46][CH2:47][C@@H:48]3[C@@H:64]2[CH2:63][CH2:62][C@@:61]2([CH3:69])[C@H:49]3[CH2:50][CH2:51][C@@H:52]2[C@H:53]([CH3:60])[CH2:54][CH2:55][CH2:56][CH:57]([CH3:59])[CH3:58])[CH2:44]1)(=O)=O.CCO. The catalyst class is: 11. Product: [CH3:59][CH:57]([CH2:56][CH2:55][CH2:54][C@H:53]([C@@H:52]1[C@:61]2([CH3:69])[C@H:49]([C@H:48]3[C@H:64]([CH2:63][CH2:62]2)[C@:65]2([CH3:68])[C:45]([CH2:44][C@@H:43]([O:42][CH2:41][CH2:40][CH2:39][CH2:38][CH2:37][CH2:36][CH2:35][CH2:34][O:25][C@@H:4]([CH2:5][O:6][CH2:7][CH2:8][CH2:9][CH2:10][CH2:11][CH2:12][CH2:13][CH2:14]/[CH:15]=[CH:16]\[CH2:17]/[CH:18]=[CH:19]\[CH2:20][CH2:21][CH2:22][CH2:23][CH3:24])[CH2:3][N:2]([CH3:1])[CH3:26])[CH2:67][CH2:66]2)=[CH:46][CH2:47]3)[CH2:50][CH2:51]1)[CH3:60])[CH3:58]. (8) Reactant: [CH3:1][S:2]([C:5]1[CH:21]=[CH:20][C:8]([O:9][C:10]2[CH:11]=[C:12]([OH:19])[CH:13]=[C:14]3[C:18]=2[NH:17][N:16]=[CH:15]3)=[CH:7][CH:6]=1)(=[O:4])=[O:3].C(N(CC)CC)C.[C:29](Cl)(=[O:34])[C:30]([CH3:33])([CH3:32])[CH3:31]. Product: [C:29]([O:19][C:12]1[CH:13]=[C:14]2[C:18](=[C:10]([O:9][C:8]3[CH:20]=[CH:21][C:5]([S:2]([CH3:1])(=[O:3])=[O:4])=[CH:6][CH:7]=3)[CH:11]=1)[NH:17][N:16]=[CH:15]2)(=[O:34])[C:30]([CH3:33])([CH3:32])[CH3:31]. The catalyst class is: 96. (9) Reactant: [F:1][CH:2]([F:12])[O:3][CH2:4][C@@H:5]1[CH2:8][CH2:7][C@H:6]1C(O)=O.C1C=CC(P([N:27]=[N+]=[N-])(C2C=CC=CC=2)=O)=CC=1.[Cl:30][C:31]1[CH:32]=[C:33]([C:38]2[C:46]([C:47]([NH2:49])=[O:48])=[C:41]3[CH2:42][NH:43][CH2:44][CH2:45][N:40]3[N:39]=2)[CH:34]=[CH:35][C:36]=1[F:37].C1[CH2:54][O:53]CC1. Product: [Cl:30][C:31]1[CH:32]=[C:33]([C:38]2[C:46]([C:47]([NH2:49])=[O:48])=[C:41]3[CH2:42][N:43]([C:54]([NH:27][C@@H:6]4[CH2:7][CH2:8][C@H:5]4[CH2:4][O:3][CH:2]([F:1])[F:12])=[O:53])[CH2:44][CH2:45][N:40]3[N:39]=2)[CH:34]=[CH:35][C:36]=1[F:37]. The catalyst class is: 133.